From a dataset of CYP1A2 inhibition data for predicting drug metabolism from PubChem BioAssay. Regression/Classification. Given a drug SMILES string, predict its absorption, distribution, metabolism, or excretion properties. Task type varies by dataset: regression for continuous measurements (e.g., permeability, clearance, half-life) or binary classification for categorical outcomes (e.g., BBB penetration, CYP inhibition). Dataset: cyp1a2_veith. (1) The drug is COc1cc(-c2cc(-c3ccccc3)nc(SCC(=O)Nc3nccs3)c2C#N)cc(OC)c1OC. The result is 0 (non-inhibitor). (2) The compound is COc1ccc2[nH]cc(CCNc3ccnc(-c4ccc(C(=O)N(C)C)cc4)n3)c2c1. The result is 1 (inhibitor). (3) The compound is CSc1nc(N)nc(SCC(=O)Nc2ccc(Cl)cc2)c1C#N. The result is 1 (inhibitor).